Dataset: Protein-peptide binding for MDM2, ACE2, and 12ca5 with 34 validated binders. Task: Binary Classification. Given protein and peptide amino acid sequences, predict whether they interact or not. The protein target is MDM2 with sequence MCNTNMSVPTDGAVTTSQIPASEQETLVRPKPLLLKLLKSVGAQKDTYTMKEVLFYLGQYIMTKRLYDEKQQHIVYCSNDLLGDLFGVPSFSVKEHRKIYTMIYRNLVVVNQQESSDSGTSVSENRCHLEGGSDQKDLVQELQEEKPSSSHLVSRPSTSSRRRAISETEENSDELSGERQRKRHKSDSISLSFDESLALCVIREICCERSSSSESTGTPSNPDLDAGVSEHSGDWLDQDSVSDQFSVEFEVESLDSEDYSLSEEGQELSDEDDEVYQVTVYQAGESDTDSFEEDPEISLADYWKCTSCNEMNPPLPSHCNRCWALRENWLPEDKGKDKGEISEKAKLENSTQAEEGFDVPDCKKTIVNDSRESCVEENDDKITQASQSQESEDYSQPSTSSSIIYSSQEDVKEFEREETQDKEESVESSLPLNAIEPCVICQGRPKNGCIVHGKTGHLMACFTCAKKLKKRNKPCPVCRQPIQMIVLTYFP. The peptide is ASFAEYWAALAAK.